From a dataset of Full USPTO retrosynthesis dataset with 1.9M reactions from patents (1976-2016). Predict the reactants needed to synthesize the given product. The reactants are: [NH2:1][C:2]1[CH:10]=[CH:9][CH:8]=[C:7]2[C:3]=1[CH2:4][N:5]([CH:12]1[CH2:17][CH2:16][C:15](=[O:18])[NH:14][C:13]1=[O:19])[C:6]2=[O:11].[Cl:20][CH2:21][C:22](Cl)=[O:23]. Given the product [O:19]=[C:13]1[CH:12]([N:5]2[CH2:4][C:3]3[C:7](=[CH:8][CH:9]=[CH:10][C:2]=3[NH:1][C:22](=[O:23])[CH2:21][Cl:20])[C:6]2=[O:11])[CH2:17][CH2:16][C:15](=[O:18])[NH:14]1, predict the reactants needed to synthesize it.